This data is from Forward reaction prediction with 1.9M reactions from USPTO patents (1976-2016). The task is: Predict the product of the given reaction. (1) Given the reactants [OH:1][C@H:2]([C:14]1[C:23]2[C:18](=[CH:19][CH:20]=[C:21]([O:24][CH3:25])[CH:22]=2)[N:17]=[CH:16][CH:15]=1)[CH2:3][CH2:4][C@@H:5]1[CH2:10][CH2:9][NH:8][CH2:7][C@@H:6]1[C:11]([O-:13])=[O:12].[Na+].[CH2:27]1[CH:30]2[C:31]3[CH:37]=[CH:36][CH:35]=[CH:34][C:32]=3[S:33][CH:29]2[C:28]1=O.C([BH3-])#N.[Na+].C(CN)O, predict the reaction product. The product is: [CH2:27]1[CH:30]2[C:31]3[CH:37]=[CH:36][CH:35]=[CH:34][C:32]=3[S:33][CH:29]2[CH:28]1[N:8]1[CH2:9][CH2:10][CH:5]([CH2:4][CH2:3][C@H:2]([OH:1])[C:14]2[C:23]3[C:18](=[CH:19][CH:20]=[C:21]([O:24][CH3:25])[CH:22]=3)[N:17]=[CH:16][CH:15]=2)[CH:6]([C:11]([OH:13])=[O:12])[CH2:7]1. (2) Given the reactants Br[C:2]1[CH:7]=[CH:6][CH:5]=[C:4]([CH2:8][CH3:9])[CH:3]=1.C([Li])CCC.CN([CH:18]=[O:19])C, predict the reaction product. The product is: [CH2:8]([C:4]1[CH:3]=[C:2]([CH:7]=[CH:6][CH:5]=1)[CH:18]=[O:19])[CH3:9]. (3) The product is: [CH2:15]([O:19][C:20]([NH:1][CH:2]([CH2:3][C:4]1[CH:9]=[CH:8][CH:7]=[CH:6][CH:5]=1)[C:10]([OH:12])=[O:11])=[O:21])[CH:16]([CH3:18])[CH3:17]. Given the reactants [NH2:1][C@H:2]([C:10]([OH:12])=[O:11])[CH2:3][C:4]1[CH:9]=[CH:8][CH:7]=[CH:6][CH:5]=1.[OH-].[Na+].[CH2:15]([O:19][C:20](Cl)=[O:21])[CH:16]([CH3:18])[CH3:17].Cl, predict the reaction product.